Predict which catalyst facilitates the given reaction. From a dataset of Catalyst prediction with 721,799 reactions and 888 catalyst types from USPTO. (1) Reactant: [CH2:1]([CH:3]1[N:12]2[C:7](=[CH:8][C:9](=[O:18])[C:10]([C:13]([O:15][CH2:16][CH3:17])=[O:14])=[CH:11]2)[C:6]2[CH:19]=[C:20]([O:24][CH3:25])[C:21]([OH:23])=[CH:22][C:5]=2[CH2:4]1)[CH3:2].Br[CH2:27][CH2:28][N:29]1[C:33](=[O:34])[CH2:32][CH2:31][C:30]1=[O:35].C([O-])([O-])=O.[K+].[K+]. Product: [O:35]=[C:30]1[CH2:31][CH2:32][C:33](=[O:34])[N:29]1[CH2:28][CH2:27][O:23][C:21]1[C:20]([O:24][CH3:25])=[CH:19][C:6]2[C:7]3[N:12]([CH:3]([CH2:1][CH3:2])[CH2:4][C:5]=2[CH:22]=1)[CH:11]=[C:10]([C:13]([O:15][CH2:16][CH3:17])=[O:14])[C:9](=[O:18])[CH:8]=3. The catalyst class is: 3. (2) Product: [N:5]1[CH:6]=[C:7]([C:8]([NH2:9])=[O:31])[CH:2]=[N:3][CH:4]=1. The catalyst class is: 16. Reactant: N[C:2]1[C:7]([C:8]#[N:9])=[C:6](N[C@H](C2N(C3C=NC=C(F)C=3)C3C=C(F)C=CC=3N=2)C)[N:5]=[CH:4][N:3]=1.C(=O)([O-])[O-:31].[K+].[K+].OO.O. (3) Reactant: [CH3:1][C:2]1[O:6][C:5]([C:7]2[CH:12]=[CH:11][CH:10]=[CH:9][CH:8]=2)=[N:4][C:3]=1[CH2:13][O:14][C:15]1[CH:16]=[C:17]([O:21]C(=O)C)[CH:18]=[CH:19][CH:20]=1.[OH-].[Na+]. Product: [CH3:1][C:2]1[O:6][C:5]([C:7]2[CH:8]=[CH:9][CH:10]=[CH:11][CH:12]=2)=[N:4][C:3]=1[CH2:13][O:14][C:15]1[CH:16]=[C:17]([OH:21])[CH:18]=[CH:19][CH:20]=1. The catalyst class is: 24. (4) The catalyst class is: 39. Product: [CH3:16][O:1][C:2]1[C:10]2[O:9][C:8]([CH3:11])=[N:7][C:6]=2[CH:5]=[C:4]([C:12]([O:14][CH3:15])=[O:13])[CH:3]=1. Reactant: [OH:1][C:2]1[C:10]2[O:9][C:8]([CH3:11])=[N:7][C:6]=2[CH:5]=[C:4]([C:12]([O:14][CH3:15])=[O:13])[CH:3]=1.[C:16](=O)([O-])[O-].[K+].[K+].CI.